Dataset: Full USPTO retrosynthesis dataset with 1.9M reactions from patents (1976-2016). Task: Predict the reactants needed to synthesize the given product. Given the product [CH:1]1([S:4]([C:7]2[CH:8]=[CH:9][C:10]([CH:13]([O:17][CH:18]3[CH2:23][CH2:22][O:21][CH2:20][CH2:19]3)[C:14]([NH:36][C:34]3[S:33][C:31]4[C:30]([N:35]=3)=[CH:29][CH:28]=[C:27]([O:26][CH2:24][CH3:25])[N:32]=4)=[O:16])=[CH:11][CH:12]=2)(=[O:5])=[O:6])[CH2:2][CH2:3]1, predict the reactants needed to synthesize it. The reactants are: [CH:1]1([S:4]([C:7]2[CH:12]=[CH:11][C:10]([CH:13]([O:17][CH:18]3[CH2:23][CH2:22][O:21][CH2:20][CH2:19]3)[C:14]([OH:16])=O)=[CH:9][CH:8]=2)(=[O:6])=[O:5])[CH2:3][CH2:2]1.[CH2:24]([O:26][C:27]1[N:32]=[C:31]2[S:33][C:34]([NH2:36])=[N:35][C:30]2=[CH:29][CH:28]=1)[CH3:25].C1C=CC2N(O)N=NC=2C=1.CCN=C=NCCCN(C)C.CN1CCOCC1.